Dataset: Experimentally validated miRNA-target interactions with 360,000+ pairs, plus equal number of negative samples. Task: Binary Classification. Given a miRNA mature sequence and a target amino acid sequence, predict their likelihood of interaction. (1) The miRNA is hsa-miR-3193 with sequence UCCUGCGUAGGAUCUGAGGAGU. The protein sequence of the target gene is MSWLFGIKGPKGEGTGPPLPLPPAQPGAEGGGDRGAGDRPSPKDKWSNFDPTGLERAAKAARELEHSRHAKEALSLAQMQEQTLQLEQQSKLKEYEAAVEQLKSEQIRVQAEERRKTLTEETRQHQARAQYQDKLARQRYEDQLKQQQLLNEENLRKQEESVQKQEAIRRATVEREMELRHKNEMLRVEAEARARAKADRENADIIREQIRLKAAEHRQTILESIRTAGTLLGEGFRAFVTDWDKVTATVAGLTLLAVGVYSAKNATSVAGRYIEARLGKPSLVRETSRISVLEALRHPI.... Result: 0 (no interaction). (2) The miRNA is hsa-miR-15a-5p with sequence UAGCAGCACAUAAUGGUUUGUG. The protein sequence of the target gene is MATYTCITCRVAFRDADMQRAHYKTDWHRYNLRRKVASMAPVTAEGFQERVRAQRAVAEEESKGSATYCTVCSKKFASFNAYENHLKSRRHVELEKKAVQAVNRKVEMMNEKNLEKGLGVDSVDKDAMNAAIQQAIKAQPSMSPKKAPPAPAKEARNVVAVGTGGRGTHDRDPSEKPPRLQWFEQQAKKLAKQQEEDSEEEEEDLDGDDWEDIDSDEELECEDTEAMDDVVEQDAEEEEAEEGPPLGAIPITDCLFCSHHSSSLMKNVAHMTKDHSFFIPDIEYLSDIKGLIKYLGEKVG.... Result: 1 (interaction). (3) The miRNA is hsa-miR-4433b-5p with sequence AUGUCCCACCCCCACUCCUGU. The protein sequence of the target gene is MASGCKIGPSILNSDLANLGAECLRMLDSGADYLHLDVMDGHFVPNITFGHPVVESLRKQLGQDPFFDMHMMVSKPEQWVKPMAVAGANQYTFHLEATENPGALIKDIRENGMKVGLAIKPGTSVEYLAPWANQIDMALVMTVEPGFGGQKFMEDMMPKVHWLRTQFPSLDIEVDGGVGPDTVHKCAEAGANMIVSGSAIMRSEDPRSVINLLRNVCSEAAQKRSLDR. Result: 0 (no interaction).